Dataset: Reaction yield outcomes from USPTO patents with 853,638 reactions. Task: Predict the reaction yield, written as a fraction of the theoretical maximum amount of product (1.0 means a 100% yield; for example, 0.34 means a 34% yield). (1) The product is [CH3:1][O:2][C:3]1[CH:12]=[C:11]2[C:6]([C:7]([S:13]([C:14]3[CH:15]=[CH:16][CH:17]=[CH:18][CH:19]=3)=[O:28])=[CH:8][CH:9]=[N:10]2)=[CH:5][CH:4]=1. The reactants are [CH3:1][O:2][C:3]1[CH:12]=[C:11]2[C:6]([C:7]([S:13][C:14]3[CH:19]=[CH:18][CH:17]=[CH:16][CH:15]=3)=[CH:8][CH:9]=[N:10]2)=[CH:5][CH:4]=1.C1C=C(Cl)C=C(C(OO)=[O:28])C=1.C([O-])(O)=O.[Na+].CO. The yield is 0.940. The catalyst is C(Cl)Cl. (2) The reactants are [Cl:1][C:2]1[CH:7]=[CH:6][C:5]([C:8](=[O:22])[CH2:9][CH2:10][C:11]([C:13]2[CH:18]=[CH:17][C:16]([N+:19]([O-:21])=[O:20])=[CH:15][CH:14]=2)=[O:12])=[CH:4][C:3]=1[N+:23]([O-:25])=[O:24].[BH4-].[Na+]. The catalyst is CCO. The product is [Cl:1][C:2]1[CH:7]=[CH:6][C:5]([CH:8]([OH:22])[CH2:9][CH2:10][CH:11]([C:13]2[CH:14]=[CH:15][C:16]([N+:19]([O-:21])=[O:20])=[CH:17][CH:18]=2)[OH:12])=[CH:4][C:3]=1[N+:23]([O-:25])=[O:24]. The yield is 0.920.